Predict the product of the given reaction. From a dataset of Forward reaction prediction with 1.9M reactions from USPTO patents (1976-2016). (1) Given the reactants [Si]([O:8][CH2:9][C:10]1([CH3:37])[S:16][CH2:15][CH2:14][N:13]2[C:17]([C:20]3([C:23]4[CH:28]=[CH:27][C:26]([C:29]5[C:30]([C:35]#[N:36])=[N:31][CH:32]=[CH:33][CH:34]=5)=[CH:25][CH:24]=4)[CH2:22][CH2:21]3)=[N:18][N:19]=[C:12]2[CH2:11]1)(C(C)(C)C)(C)C.Cl, predict the reaction product. The product is: [OH:8][CH2:9][C:10]1([CH3:37])[S:16][CH2:15][CH2:14][N:13]2[C:17]([C:20]3([C:23]4[CH:28]=[CH:27][C:26]([C:29]5[C:30]([C:35]#[N:36])=[N:31][CH:32]=[CH:33][CH:34]=5)=[CH:25][CH:24]=4)[CH2:22][CH2:21]3)=[N:18][N:19]=[C:12]2[CH2:11]1. (2) Given the reactants COC1C=CC=C(OC)C=1OC.[OH:13][C:14]1[C:22]([O:23][CH3:24])=[C:21]([O:25][CH3:26])[C:20]([O:27][CH3:28])=[CH:19][C:15]=1[C:16]([OH:18])=[O:17].O=P12OP3(OP(OP(O3)(O1)=O)(=O)O2)=O, predict the reaction product. The product is: [OH:13][C:14]1[C:22]([O:23][CH3:24])=[C:21]([O:25][CH3:26])[C:20]([O:27][CH3:28])=[CH:19][C:15]=1[C:16]([OH:18])=[O:17].[CH3:28][O:27][C:20]1[CH:19]=[C:15]([CH:14]=[C:22]([O:23][CH3:24])[C:21]=1[O:25][CH3:26])[C:16]([OH:18])=[O:17].